Dataset: Reaction yield outcomes from USPTO patents with 853,638 reactions. Task: Predict the reaction yield, written as a fraction of the theoretical maximum amount of product (1.0 means a 100% yield; for example, 0.34 means a 34% yield). (1) The reactants are [Br:1][C:2]1[CH:25]=[CH:24][C:5]([CH2:6][CH2:7][C:8]2[S:9][C:10]3[N:11]=[C:12]([NH2:23])[N:13]=[C:14]([N:17]4[CH2:22][CH2:21][NH:20][CH2:19][CH2:18]4)[C:15]=3[N:16]=2)=[CH:4][CH:3]=1.[CH3:26][O:27][C:28]1[CH:38]=[CH:37][C:31]([O:32][CH2:33][C:34](O)=[O:35])=[CH:30][CH:29]=1. No catalyst specified. The product is [NH2:23][C:12]1[N:13]=[C:14]([N:17]2[CH2:18][CH2:19][N:20]([C:34](=[O:35])[CH2:33][O:32][C:31]3[CH:37]=[CH:38][C:28]([O:27][CH3:26])=[CH:29][CH:30]=3)[CH2:21][CH2:22]2)[C:15]2[N:16]=[C:8]([CH2:7][CH2:6][C:5]3[CH:24]=[CH:25][C:2]([Br:1])=[CH:3][CH:4]=3)[S:9][C:10]=2[N:11]=1. The yield is 0.400. (2) The reactants are O[CH:2]=[C:3]1[C:12]2([CH2:17][CH2:16][N:15](C(OC(C)(C)C)=O)[CH2:14][CH2:13]2)[O:11][C:10]2[C:5](=[CH:6][CH:7]=[CH:8][CH:9]=2)[C:4]1=O.[NH2:26][N:27]([CH2:35][CH2:36][O:37][CH3:38])C(=O)OC(C)(C)C.[ClH:39].O1CCOCC1. The catalyst is C(O)C. The product is [ClH:39].[CH3:38][O:37][CH2:36][CH2:35][N:27]1[C:4]2[C:5]3[CH:6]=[CH:7][CH:8]=[CH:9][C:10]=3[O:11][C:12]3([CH2:13][CH2:14][NH:15][CH2:16][CH2:17]3)[C:3]=2[CH:2]=[N:26]1. The yield is 0.440. (3) The reactants are [Br:1][C:2]1[C:6]([O:7][CH3:8])=[CH:5][S:4][CH:3]=1.[Cl:9][S:10](O)(=[O:12])=[O:11]. The catalyst is C(Cl)Cl. The product is [Br:1][C:2]1[C:6]([O:7][CH3:8])=[C:5]([S:10]([Cl:9])(=[O:12])=[O:11])[S:4][CH:3]=1. The yield is 0.330. (4) The reactants are [NH2:1][C@H:2]1[CH2:7][CH2:6][C@H:5]([CH2:8][NH:9][C:10]2[C:15]([N+:16]([O-:18])=[O:17])=[CH:14][N:13]=[C:12]([NH:19][CH2:20][C:21]3[CH:26]=[CH:25][CH:24]=[CH:23][C:22]=3[O:27][C:28]([F:31])([F:30])[F:29])[N:11]=2)[CH2:4][CH2:3]1.[O:32]1[CH2:34][C@@H:33]1[C:35]1[CH:36]=[N:37][CH:38]=[CH:39][CH:40]=1.Cl([O-])(=O)(=O)=O.[Li+]. The catalyst is CC#N. The product is [N+:16]([C:15]1[C:10]([NH:9][CH2:8][C@H:5]2[CH2:4][CH2:3][C@H:2]([NH:1][CH2:34][C@H:33]([C:35]3[CH:36]=[N:37][CH:38]=[CH:39][CH:40]=3)[OH:32])[CH2:7][CH2:6]2)=[N:11][C:12]([NH:19][CH2:20][C:21]2[CH:26]=[CH:25][CH:24]=[CH:23][C:22]=2[O:27][C:28]([F:30])([F:31])[F:29])=[N:13][CH:14]=1)([O-:18])=[O:17]. The yield is 0.100. (5) The reactants are [N:1]([CH:4]1[CH2:12][C:11]2[C:6](=[CH:7][CH:8]=[CH:9][C:10]=2[F:13])[CH:5]1[OH:14])=[N+]=[N-].[CH3:15][C:16]([O:19][C:20](O[C:20]([O:19][C:16]([CH3:18])([CH3:17])[CH3:15])=[O:21])=[O:21])([CH3:18])[CH3:17]. The catalyst is CCOC(C)=O.[Pd].[C]. The product is [F:13][C:10]1[CH:9]=[CH:8][CH:7]=[C:6]2[C:11]=1[CH2:12][CH:4]([NH:1][C:20](=[O:21])[O:19][C:16]([CH3:18])([CH3:17])[CH3:15])[CH:5]2[OH:14]. The yield is 0.460. (6) The reactants are Cl[C:2]1[N:7]=[C:6]([CH:8]([CH:11]2[N:15]([CH2:16][CH3:17])[C:14]3[CH:18]=[CH:19][CH:20]=[CH:21][C:13]=3[NH:12]2)[C:9]#[N:10])[C:5]([CH3:22])=[CH:4][N:3]=1.[NH2:23][CH2:24][CH2:25][CH2:26][N:27]1[CH2:31][CH2:30][CH2:29][C:28]1=[O:32]. No catalyst specified. The product is [CH2:16]([N:15]1[C:14]2[CH:18]=[CH:19][CH:20]=[CH:21][C:13]=2[NH:12]/[C:11]/1=[C:8](\[C:6]1[C:5]([CH3:22])=[CH:4][N:3]=[C:2]([NH:23][CH2:24][CH2:25][CH2:26][N:27]2[CH2:31][CH2:30][CH2:29][C:28]2=[O:32])[N:7]=1)/[C:9]#[N:10])[CH3:17]. The yield is 0.770. (7) The yield is 0.310. The catalyst is C(Cl)Cl. The product is [Si:1]([O:9][CH:10]1[C:15]([CH3:17])([CH3:16])[CH2:14][CH2:13][C:12](=[O:18])[CH2:11]1)([C:4]([CH3:7])([CH3:6])[CH3:5])([CH3:3])[CH3:2]. The reactants are [Si:1](Cl)([C:4]([CH3:7])([CH3:6])[CH3:5])([CH3:3])[CH3:2].[OH:9][CH:10]1[C:15]([CH3:17])([CH3:16])[CH2:14][CH2:13][C:12](=[O:18])[CH2:11]1.N1C=CN=C1. (8) The reactants are [O:1]([C:8]1[CH:13]=[CH:12][C:11]([C:14]2[C:22]3[C:21]([NH2:23])=[N:20][CH:19]=[N:18][C:17]=3[N:16]([C@@H:24]3[CH2:29][CH2:28][CH2:27][NH:26][CH2:25]3)[CH:15]=2)=[CH:10][CH:9]=1)[C:2]1[CH:7]=[CH:6][CH:5]=[CH:4][CH:3]=1.[C:30]([C:32](=[CH:36][CH:37]1[CH2:39][CH2:38]1)[C:33](O)=[O:34])#[N:31].CCN(C(C)C)C(C)C.CN(C(ON1N=NC2C=CC=NC1=2)=[N+](C)C)C.F[P-](F)(F)(F)(F)F. The catalyst is C(Cl)Cl. The product is [NH2:23][C:21]1[C:22]2[C:14]([C:11]3[CH:10]=[CH:9][C:8]([O:1][C:2]4[CH:7]=[CH:6][CH:5]=[CH:4][CH:3]=4)=[CH:13][CH:12]=3)=[CH:15][N:16]([C@@H:24]3[CH2:29][CH2:28][CH2:27][N:26]([C:33]([C:32](=[CH:36][CH:37]4[CH2:39][CH2:38]4)[C:30]#[N:31])=[O:34])[CH2:25]3)[C:17]=2[N:18]=[CH:19][N:20]=1. The yield is 0.540. (9) The reactants are Br[C:2]1[CH:3]=[C:4]([C:8]2(O)[C:17]3[C:12](=[CH:13][CH:14]=[C:15]4[O:20][C:19]([CH3:22])([CH3:21])[CH2:18][C:16]4=3)[CH2:11][C:10]([CH3:24])([CH3:23])[NH:9]2)[CH:5]=[CH:6][CH:7]=1.CC1(C)C(C)(C)OB([C:34]2[CH:43]=[CH:42][C:37]([NH:38][C:39](=[O:41])[CH3:40])=[CH:36][CH:35]=2)O1.C(=O)([O-])[O-:46].[Na+].[Na+]. The catalyst is COCCOC.C(O)C.O.C1C=CC(/C=C/C(/C=C/C2C=CC=CC=2)=O)=CC=1.C1C=CC(/C=C/C(/C=C/C2C=CC=CC=2)=O)=CC=1.C1C=CC(/C=C/C(/C=C/C2C=CC=CC=2)=O)=CC=1.[Pd].[Pd]. The product is [OH:46][C:14]1[CH:13]=[C:12]2[C:17](=[C:16]3[CH2:18][C:19]([CH3:22])([CH3:21])[O:20][C:15]=13)[C:8]([C:4]1[CH:3]=[C:2]([C:34]3[CH:43]=[CH:42][C:37]([NH:38][C:39](=[O:41])[CH3:40])=[CH:36][CH:35]=3)[CH:7]=[CH:6][CH:5]=1)=[N:9][C:10]([CH3:23])([CH3:24])[CH2:11]2. The yield is 0.580.